The task is: Predict the reactants needed to synthesize the given product.. This data is from Full USPTO retrosynthesis dataset with 1.9M reactions from patents (1976-2016). (1) Given the product [O:22]1[CH2:23][CH2:24][N:19]([S:16]([C:11]2[CH:12]=[CH:13][CH:14]=[CH:15][C:10]=2[S:8][S:8][C:10]2[CH:15]=[CH:14][CH:13]=[CH:12][C:11]=2[S:16]([N:19]2[CH2:20][CH2:21][O:22][CH2:23][CH2:24]2)(=[O:17])=[O:18])(=[O:18])=[O:17])[CH2:20][CH2:21]1, predict the reactants needed to synthesize it. The reactants are: C([S:8]([C:10]1[CH:15]=[CH:14][CH:13]=[CH:12][C:11]=1[S:16]([N:19]1[CH2:24][CH2:23][O:22][CH2:21][CH2:20]1)(=[O:18])=[O:17])=O)C1C=CC=CC=1.Cl. (2) Given the product [Br:7][C:4]1[S:3][C:2]([N:12]2[CH2:13][CH2:14][CH:10]([CH3:9])[CH2:11]2)=[N:6][CH:5]=1, predict the reactants needed to synthesize it. The reactants are: Br[C:2]1[S:3][C:4]([Br:7])=[CH:5][N:6]=1.Cl.[CH3:9][CH:10]1[CH2:14][CH2:13][NH:12][CH2:11]1.C([O-])([O-])=O.[K+].[K+].